Dataset: NCI-60 drug combinations with 297,098 pairs across 59 cell lines. Task: Regression. Given two drug SMILES strings and cell line genomic features, predict the synergy score measuring deviation from expected non-interaction effect. (1) Drug 1: CN1C(=O)N2C=NC(=C2N=N1)C(=O)N. Drug 2: C1CCC(C(C1)N)N.C(=O)(C(=O)[O-])[O-].[Pt+4]. Cell line: T-47D. Synergy scores: CSS=18.1, Synergy_ZIP=-6.99, Synergy_Bliss=3.17, Synergy_Loewe=-8.78, Synergy_HSA=3.94. (2) Drug 1: CC=C1C(=O)NC(C(=O)OC2CC(=O)NC(C(=O)NC(CSSCCC=C2)C(=O)N1)C(C)C)C(C)C. Drug 2: CC(C)CN1C=NC2=C1C3=CC=CC=C3N=C2N. Cell line: KM12. Synergy scores: CSS=67.3, Synergy_ZIP=2.30, Synergy_Bliss=0.445, Synergy_Loewe=-37.6, Synergy_HSA=-0.507. (3) Drug 1: C1CCC(CC1)NC(=O)N(CCCl)N=O. Drug 2: C1CN1P(=S)(N2CC2)N3CC3. Cell line: SW-620. Synergy scores: CSS=33.4, Synergy_ZIP=-2.10, Synergy_Bliss=2.59, Synergy_Loewe=-1.40, Synergy_HSA=2.82. (4) Drug 1: C1CCC(C1)C(CC#N)N2C=C(C=N2)C3=C4C=CNC4=NC=N3. Drug 2: CC1=CC=C(C=C1)C2=CC(=NN2C3=CC=C(C=C3)S(=O)(=O)N)C(F)(F)F. Cell line: SR. Synergy scores: CSS=41.4, Synergy_ZIP=1.18, Synergy_Bliss=0.631, Synergy_Loewe=-1.21, Synergy_HSA=-1.19. (5) Drug 1: CC1CCC2CC(C(=CC=CC=CC(CC(C(=O)C(C(C(=CC(C(=O)CC(OC(=O)C3CCCCN3C(=O)C(=O)C1(O2)O)C(C)CC4CCC(C(C4)OC)O)C)C)O)OC)C)C)C)OC. Drug 2: CN(CC1=CN=C2C(=N1)C(=NC(=N2)N)N)C3=CC=C(C=C3)C(=O)NC(CCC(=O)O)C(=O)O. Cell line: OVCAR-4. Synergy scores: CSS=45.4, Synergy_ZIP=4.78, Synergy_Bliss=3.59, Synergy_Loewe=-21.0, Synergy_HSA=4.37. (6) Drug 1: C1=CC=C(C(=C1)C(C2=CC=C(C=C2)Cl)C(Cl)Cl)Cl. Drug 2: C(CC(=O)O)C(=O)CN.Cl. Cell line: OVCAR-8. Synergy scores: CSS=2.57, Synergy_ZIP=0.845, Synergy_Bliss=3.42, Synergy_Loewe=1.94, Synergy_HSA=1.25. (7) Drug 1: COC1=C(C=C2C(=C1)N=CN=C2NC3=CC(=C(C=C3)F)Cl)OCCCN4CCOCC4. Drug 2: C1=NNC2=C1C(=O)NC=N2. Cell line: NCI-H226. Synergy scores: CSS=28.7, Synergy_ZIP=-4.38, Synergy_Bliss=7.15, Synergy_Loewe=-30.8, Synergy_HSA=6.17. (8) Drug 1: CCC1(CC2CC(C3=C(CCN(C2)C1)C4=CC=CC=C4N3)(C5=C(C=C6C(=C5)C78CCN9C7C(C=CC9)(C(C(C8N6C)(C(=O)OC)O)OC(=O)C)CC)OC)C(=O)OC)O.OS(=O)(=O)O. Drug 2: CC1CCC2CC(C(=CC=CC=CC(CC(C(=O)C(C(C(=CC(C(=O)CC(OC(=O)C3CCCCN3C(=O)C(=O)C1(O2)O)C(C)CC4CCC(C(C4)OC)O)C)C)O)OC)C)C)C)OC. Cell line: CCRF-CEM. Synergy scores: CSS=-7.61, Synergy_ZIP=9.06, Synergy_Bliss=11.7, Synergy_Loewe=-7.27, Synergy_HSA=-7.89. (9) Drug 1: C1=CN(C(=O)N=C1N)C2C(C(C(O2)CO)O)(F)F. Drug 2: C1CC(CNC1)C2=CC=C(C=C2)N3C=C4C=CC=C(C4=N3)C(=O)N. Cell line: NCI-H460. Synergy scores: CSS=70.4, Synergy_ZIP=6.98, Synergy_Bliss=4.45, Synergy_Loewe=-10.2, Synergy_HSA=8.17. (10) Drug 1: CCCCCOC(=O)NC1=NC(=O)N(C=C1F)C2C(C(C(O2)C)O)O. Drug 2: CN(CCCl)CCCl.Cl. Cell line: IGROV1. Synergy scores: CSS=17.4, Synergy_ZIP=-1.26, Synergy_Bliss=0.454, Synergy_Loewe=-12.1, Synergy_HSA=-1.29.